Dataset: Forward reaction prediction with 1.9M reactions from USPTO patents (1976-2016). Task: Predict the product of the given reaction. (1) Given the reactants [CH2:1]([O:8][C:9]([NH:11][C@@H:12]([CH2:16][C:17]1[CH:22]=[CH:21][C:20]([CH:23]2[S:27](=[O:29])(=[O:28])[NH:26][C:25](=[O:30])[CH2:24]2)=[C:19]([Br:31])[CH:18]=1)[C:13](O)=[O:14])=[O:10])[C:2]1[CH:7]=[CH:6][CH:5]=[CH:4][CH:3]=1.F[P-](F)(F)(F)(F)F.N1(O[P+](N(C)C)(N(C)C)N(C)C)C2C=CC=CC=2N=N1.[NH2:59][CH2:60][CH2:61][CH2:62][CH2:63][O:64][C:65]1[CH:74]=[CH:73][CH:72]=[C:71]([OH:75])[C:66]=1[C:67]([O:69][CH3:70])=[O:68].C(N(CC)C(C)C)(C)C, predict the reaction product. The product is: [CH2:1]([O:8][C:9]([NH:11][C@@H:12]([CH2:16][C:17]1[CH:22]=[CH:21][C:20]([CH:23]2[S:27](=[O:28])(=[O:29])[NH:26][C:25](=[O:30])[CH2:24]2)=[C:19]([Br:31])[CH:18]=1)[C:13]([NH:59][CH2:60][CH2:61][CH2:62][CH2:63][O:64][C:65]1[CH:74]=[CH:73][CH:72]=[C:71]([OH:75])[C:66]=1[C:67]([O:69][CH3:70])=[O:68])=[O:14])=[O:10])[C:2]1[CH:7]=[CH:6][CH:5]=[CH:4][CH:3]=1. (2) Given the reactants N[C:2]1[CH:6]=[C:5]([C:7]2[CH:12]=[CH:11][CH:10]=[CH:9][CH:8]=2)[NH:4][N:3]=1.[BrH:13].N([O-])=O.[Na+], predict the reaction product. The product is: [Br:13][C:2]1[CH:6]=[C:5]([C:7]2[CH:12]=[CH:11][CH:10]=[CH:9][CH:8]=2)[NH:4][N:3]=1. (3) The product is: [CH3:1][O:2][C:3]([NH:5][C@@H:6]([CH:52]([CH3:54])[CH3:53])[C:7]([N:9]1[CH2:13][CH2:12][CH2:11][C@H:10]1[C:14]1[NH:15][C:16]([C:19]2[CH:20]=[CH:21][C:22]([C:25]3[CH:26]=[C:27]4[C:49](=[CH:50][CH:51]=3)[C:31]3[NH:32][C:33]([C@@H:35]5[C@@H:40]6[CH2:41][C@@H:37]([CH2:38][CH2:39]6)[N:36]5[C:62](=[O:64])[C@@H:61]([NH:60][C:58](=[O:59])[O:57][CH3:56])[CH:65]5[CH2:70][CH2:69][O:68][CH2:67][CH2:66]5)=[N:34][C:30]=3[CH:29]=[CH:28]4)=[CH:23][CH:24]=2)=[CH:17][N:18]=1)=[O:8])=[O:4]. Given the reactants [CH3:1][O:2][C:3]([NH:5][C@@H:6]([CH:52]([CH3:54])[CH3:53])[C:7]([N:9]1[CH2:13][CH2:12][CH2:11][C@H:10]1[C:14]1[NH:15][C:16]([C:19]2[CH:24]=[CH:23][C:22]([C:25]3[CH:26]=[C:27]4[C:49](=[CH:50][CH:51]=3)[C:31]3[NH:32][C:33]([C@@H:35]5[C@@H:40]6[CH2:41][C@@H:37]([CH2:38][CH2:39]6)[N:36]5C(OC(C)(C)C)=O)=[N:34][C:30]=3[CH:29]=[CH:28]4)=[CH:21][CH:20]=2)=[CH:17][N:18]=1)=[O:8])=[O:4].Cl.[CH3:56][O:57][C:58]([NH:60][C@@H:61]([CH:65]1[CH2:70][CH2:69][O:68][CH2:67][CH2:66]1)[C:62]([OH:64])=O)=[O:59].CN(C(ON1N=NC2C=CC=NC1=2)=[N+](C)C)C.F[P-](F)(F)(F)(F)F.CCN(C(C)C)C(C)C, predict the reaction product. (4) Given the reactants [O:1]=[C:2]1[CH2:5][CH:4]([C:6]([OH:8])=[O:7])[CH2:3]1.C(=O)([O-])[O-].[K+].[K+].[CH2:15](Br)[C:16]1[CH:21]=[CH:20][CH:19]=[CH:18][CH:17]=1, predict the reaction product. The product is: [O:1]=[C:2]1[CH2:5][CH:4]([C:6]([O:8][CH2:15][C:16]2[CH:21]=[CH:20][CH:19]=[CH:18][CH:17]=2)=[O:7])[CH2:3]1. (5) Given the reactants [C:1]([Li])(C)(C)C.Br[C:7]1[CH:15]=[CH:14][C:10]2[O:11][CH2:12][O:13][C:9]=2[CH:8]=1.[CH:16]([O:18][CH2:19][CH3:20])=[O:17].[CH2:21]1[CH2:25][O:24][CH2:23][CH2:22]1, predict the reaction product. The product is: [O:11]1[C:10]2[CH:14]=[CH:15][C:7]([CH:25]([C:21]3[CH:22]=[CH:23][C:19]4[O:18][CH2:16][O:17][C:20]=4[CH:1]=3)[OH:24])=[CH:8][C:9]=2[O:13][CH2:12]1. (6) Given the reactants [CH3:1][O:2][C:3]1[C:11]([CH3:12])=[C:10]2[C:6]([C:7](=[O:13])[O:8][CH2:9]2)=[C:5]([O:14][CH2:15][CH2:16][Si:17]([CH3:20])([CH3:19])[CH3:18])[C:4]=1[CH2:21][CH:22]=[C:23]([CH3:29])[CH2:24][O:25][P:26]([OH:28])[OH:27].CCN(C(C)C)C(C)C.C/C(/[O:46][Si](C)(C)C)=N\[Si](C)(C)C.C1C=C(SSC2N=CC=CC=2)N=CC=1, predict the reaction product. The product is: [CH3:1][O:2][C:3]1[C:11]([CH3:12])=[C:10]2[C:6]([C:7](=[O:13])[O:8][CH2:9]2)=[C:5]([O:14][CH2:15][CH2:16][Si:17]([CH3:18])([CH3:19])[CH3:20])[C:4]=1[CH2:21][CH:22]=[C:23]([CH3:29])[CH2:24][O:25][P:26](=[O:46])([OH:27])[OH:28].